This data is from Drug-target binding data from BindingDB using Ki measurements. The task is: Regression. Given a target protein amino acid sequence and a drug SMILES string, predict the binding affinity score between them. We predict pKi (pKi = -log10(Ki in M); higher means stronger inhibition). Dataset: bindingdb_ki. (1) The drug is COc1ccc(N2CCN(C(=O)c3cc4c(s3)-c3ccccc3S(=O)(=O)C4)CC2)cc1. The target protein sequence is MCGNTMSVPLLTDAATVSGAERETAAVIFLHGLGDTGHSWADALSTIRLPHVKYICPHAPRIPVTLNMKMVMPSWFDLMGLSPDAPEDEAGIKKAAENIKALIEHEMKNGIPANRIVLGGFSQGGALSLYTALTCPHPLAGIVALSCWLPLHRAFPQAANGSAKDLAILQCHGELDPLVPVRFGALTAEKLRSVVTPARVQFKTYPGVMHSSCPQEMAAVKEFLEKLLPPV. The pKi is 6.7. (2) The compound is COC1[C@H](O)C(COCc2ccccc2)O[C@@H](OC)[C@H]1NP(C)(=O)[O-]. The target protein (P75906) has sequence MLRNGNKYLLMLVSIIMLTACISQSRTSFIPPQDRESLLAEQPWPHNGFVAISWHNVEDEAADQRFMSVRTSALREQFAWLRENGYQPVSIAQIREAHRGGKPLPEKAVVLTFDDGYQSFYTRVFPILQAFQWPAVWAPVGSWVDTPADKQVKFGDELVDREYFATWQQVREVARSRLVELASHTWNSHYGIQANATGSLLPVYVNRAYFTDHARYETAAEYRERIRLDAVKMTEYLRTKVEVNPHVFVWPYGEANGIAIEELKKLGYDMFFTLESGLANASQLDSIPRVLIANNPSLKEFAQQIITVQEKSPQRIMHIDLDYVYDENLQQMDRNIDVLIQRVKDMQISTVYLQAFADPDGDGLVKEVWFPNRLLPMKADIFSRVAWQLRTRSGVNIYAWMPVLSWDLDPTLTRVKYLPTGEKKAQIHPEQYHRLSPFDDRVRAQVGMLYEDLAGHAAFDGILFHDDALLSDYEDASAPAITAYQQAGFSGSLSEIRQNP.... The pKi is 3.0.